Dataset: Choline transporter screen with 302,306 compounds. Task: Binary Classification. Given a drug SMILES string, predict its activity (active/inactive) in a high-throughput screening assay against a specified biological target. (1) The molecule is O=C(N1CCN(CC1)C(=O)c1occc1)c1nn(cc1[N+]([O-])=O)CC. The result is 0 (inactive). (2) The molecule is S(=O)(=O)(N1CCN(CC1)CC(O)COc1ccc(cc1)c1ccccc1)N(C)C. The result is 0 (inactive). (3) The molecule is O=C(NC(Cc1ccccc1)C(O)=O)C1CCC(CC1)CNC(=O)C(N)C(C)C. The result is 0 (inactive). (4) The drug is Brc1cc(N(S(=O)(=O)C)CC(=O)N2CCc3c(C2)cccc3)ccc1. The result is 0 (inactive). (5) The molecule is Brc1cc(Cl)c(NC(=S)NCc2ncccc2)cc1. The result is 1 (active). (6) The drug is O(C1CCN(CC1)Cc1ncccc1)c1ccc(cc1)C(=O)NC(C(C)C)C(OC)=O. The result is 1 (active). (7) The drug is S(=O)(=O)(N(CC(=O)NCCSc1ncccc1)c1c(OCC)cccc1)c1ccccc1. The result is 0 (inactive).